From a dataset of Catalyst prediction with 721,799 reactions and 888 catalyst types from USPTO. Predict which catalyst facilitates the given reaction. Reactant: [CH2:1]([O:3][C:4](=[O:12])[C:5]1[CH:10]=[CH:9][C:8](F)=[CH:7][CH:6]=1)[CH3:2].[NH:13]1[CH2:18][CH2:17][CH:16]([OH:19])[CH2:15][CH2:14]1.C(=O)([O-])[O-].[K+].[K+].O. Product: [CH2:1]([O:3][C:4](=[O:12])[C:5]1[CH:10]=[CH:9][C:8]([N:13]2[CH2:18][CH2:17][CH:16]([OH:19])[CH2:15][CH2:14]2)=[CH:7][CH:6]=1)[CH3:2]. The catalyst class is: 16.